From a dataset of Experimentally validated miRNA-target interactions with 360,000+ pairs, plus equal number of negative samples. Binary Classification. Given a miRNA mature sequence and a target amino acid sequence, predict their likelihood of interaction. The miRNA is hsa-miR-3122 with sequence GUUGGGACAAGAGGACGGUCUU. The protein sequence of the target gene is MQARYSVSSPNSLGVVPYLGGEQSYYRAAAAAAGGGYTAMPAPMSVYSHPAHAEQYPGGMARAYGPYTPQPQPKDMVKPPYSYIALITMAIQNAPDKKITLNGIYQFIMDRFPFYRDNKQGWQNSIRHNLSLNECFVKVPRDDKKPGKGSYWTLDPDSYNMFENGSFLRRRRRFKKKDAVKDKEEKDRLHLKEPPPPGRQPPPAPPEQADGNAPGPQPPPVRIQDIKTENGTCPSPPQPLSPAAALGSGSAAAVPKIESPDSSSSSLSSGSSPPGSLPSARPLSLDGADSAPPPPAPSAP.... Result: 1 (interaction).